From a dataset of Forward reaction prediction with 1.9M reactions from USPTO patents (1976-2016). Predict the product of the given reaction. (1) Given the reactants [CH2:1]([CH:3]1[CH2:12][C:11]2[C:6](=[CH:7][C:8]([CH2:15][CH3:16])=[C:9]([O:13][CH3:14])[CH:10]=2)[CH:5]=[N:4]1)[CH3:2].C(O[CH:20]=[C:21]([C:27](=[O:29])[CH3:28])[C:22]([O:24][CH2:25][CH3:26])=[O:23])C, predict the reaction product. The product is: [CH2:1]([CH:3]1[N:4]2[CH:5]([CH2:28][C:27](=[O:29])[C:21]([C:22]([O:24][CH2:25][CH3:26])=[O:23])=[CH:20]2)[C:6]2[CH:7]=[C:8]([CH2:15][CH3:16])[C:9]([O:13][CH3:14])=[CH:10][C:11]=2[CH2:12]1)[CH3:2]. (2) Given the reactants CC(C)([O-])C.[CH:6]1([C@H:9]([OH:31])[C:10]([N:12]2[CH2:16][C:15]([C:17]3[CH:22]=[C:21]([F:23])[CH:20]=[CH:19][C:18]=3[F:24])=[CH:14][C@H:13]2[C:25]2[CH:30]=[CH:29][CH:28]=[CH:27][CH:26]=2)=[O:11])[CH2:8][CH2:7]1.C(N(CC)CC)C.[P:39](Cl)([O:43]C)([O:41]C)=[O:40], predict the reaction product. The product is: [P:39]([OH:43])([OH:41])([O:31][C@@H:9]([CH:6]1[CH2:8][CH2:7]1)[C:10]([N:12]1[CH2:16][C:15]([C:17]2[CH:22]=[C:21]([F:23])[CH:20]=[CH:19][C:18]=2[F:24])=[CH:14][C@H:13]1[C:25]1[CH:26]=[CH:27][CH:28]=[CH:29][CH:30]=1)=[O:11])=[O:40]. (3) Given the reactants [C:1](=[NH:14])([C:8]1[CH:13]=[CH:12][CH:11]=[CH:10][CH:9]=1)[C:2]1[CH:7]=[CH:6][CH:5]=[CH:4][CH:3]=1.N[C:16]1[CH:17]=[C:18]([OH:22])[CH:19]=[CH:20][CH:21]=1.O, predict the reaction product. The product is: [C:1](=[N:14][C:16]1[CH:17]=[C:18]([OH:22])[CH:19]=[CH:20][CH:21]=1)([C:8]1[CH:9]=[CH:10][CH:11]=[CH:12][CH:13]=1)[C:2]1[CH:7]=[CH:6][CH:5]=[CH:4][CH:3]=1. (4) The product is: [Cl:9][C:10]1[CH:11]=[CH:12][C:13]([O:19][CH2:20][C:21]2[CH:22]=[CH:23][CH:24]=[CH:25][CH:26]=2)=[C:14]([B:16]2[O:8][C:5]([CH3:7])([CH3:6])[C:2]([CH3:4])([CH3:3])[O:1]2)[CH:15]=1. Given the reactants [OH:1][C:2]([C:5]([OH:8])([CH3:7])[CH3:6])([CH3:4])[CH3:3].[Cl:9][C:10]1[CH:11]=[CH:12][C:13]([O:19][CH2:20][C:21]2[CH:26]=[CH:25][CH:24]=[CH:23][CH:22]=2)=[C:14]([B:16](O)O)[CH:15]=1, predict the reaction product. (5) Given the reactants C[O:2][C:3](=O)[C:4]1[CH:9]=[CH:8][C:7]([O:10][C:11]2[CH:16]=[CH:15][CH:14]=[CH:13][CH:12]=2)=[CH:6][C:5]=1[CH2:17][N:18]([CH2:29][C:30]([O:32][CH3:33])=[O:31])S(C1C=CC(C)=CC=1)(=O)=O.C[O-].[Na+].CO.Cl, predict the reaction product. The product is: [CH3:33][O:32][C:30]([C:29]1[N:18]=[CH:17][C:5]2[C:4]([C:3]=1[OH:2])=[CH:9][CH:8]=[C:7]([O:10][C:11]1[CH:16]=[CH:15][CH:14]=[CH:13][CH:12]=1)[CH:6]=2)=[O:31]. (6) Given the reactants [NH:1]1[C:5]2[CH:6]=[CH:7][CH:8]=[CH:9][C:4]=2[N:3]=[C:2]1[S:10][CH2:11][C:12]1[CH:17]=[C:16]([CH3:18])[CH:15]=[C:14]([CH3:19])[C:13]=1[NH2:20].C([O:23]CC)C, predict the reaction product. The product is: [OH2:23].[NH:1]1[C:5]2[CH:6]=[CH:7][CH:8]=[CH:9][C:4]=2[N:3]=[C:2]1[S:10]([CH2:11][C:12]1[CH:17]=[C:16]([CH3:18])[CH:15]=[C:14]([CH3:19])[C:13]=1[NH2:20])=[O:23].[NH:1]1[C:5]2[CH:6]=[CH:7][CH:8]=[CH:9][C:4]=2[N:3]=[C:2]1[S:10]([CH2:11][C:12]1[CH:17]=[C:16]([CH3:18])[CH:15]=[C:14]([CH3:19])[C:13]=1[NH2:20])=[O:23].